From a dataset of Reaction yield outcomes from USPTO patents with 853,638 reactions. Predict the reaction yield, written as a fraction of the theoretical maximum amount of product (1.0 means a 100% yield; for example, 0.34 means a 34% yield). (1) The reactants are [CH3:1][C:2]1[N:7]=[CH:6][C:5]([CH2:8][CH2:9][N:10]([C:12]2[CH:21]=[CH:20][C:15]([C:16]([O:18]C)=[O:17])=[CH:14][CH:13]=2)N)=[CH:4][CH:3]=1.[CH3:22][N:23]1[CH2:28][CH2:27][C:26](=O)[CH2:25][CH2:24]1. The catalyst is Cl. The product is [CH3:22][N:23]1[CH2:28][CH2:27][C:26]2[N:10]([CH2:9][CH2:8][C:5]3[CH:6]=[N:7][C:2]([CH3:1])=[CH:3][CH:4]=3)[C:12]3[CH:21]=[CH:20][C:15]([C:16]([OH:18])=[O:17])=[CH:14][C:13]=3[C:25]=2[CH2:24]1. The yield is 0.0400. (2) The reactants are [CH2:1]([O:8][C:9]1[C:10]([C:20]([OH:22])=[O:21])=[C:11]([CH3:19])[C:12]([O:15][CH:16]([CH3:18])[CH3:17])=[N:13][CH:14]=1)[C:2]1[CH:7]=[CH:6][CH:5]=[CH:4][CH:3]=1.[Si](C=[N+]=[N-])(C)(C)[CH3:24]. The catalyst is C(Cl)Cl.CO. The product is [CH2:1]([O:8][C:9]1[C:10]([C:20]([O:22][CH3:24])=[O:21])=[C:11]([CH3:19])[C:12]([O:15][CH:16]([CH3:18])[CH3:17])=[N:13][CH:14]=1)[C:2]1[CH:3]=[CH:4][CH:5]=[CH:6][CH:7]=1. The yield is 0.750.